This data is from Reaction yield outcomes from USPTO patents with 853,638 reactions. The task is: Predict the reaction yield, written as a fraction of the theoretical maximum amount of product (1.0 means a 100% yield; for example, 0.34 means a 34% yield). (1) The yield is 0.629. The catalyst is FC(F)(F)C(O)=O. The reactants are [OH:1][CH:2]([C:7]1[N:12]([CH3:13])[C:11](=[O:14])[C:10]2[N:15](CC3C=CC(OC)=CC=3)[CH:16]=[CH:17][C:9]=2[C:8]=1[C:27]1[C:28]([CH3:37])=[C:29]2[C:34](=[CH:35][CH:36]=1)[O:33][CH2:32][CH2:31][CH2:30]2)[C:3]([O:5][CH3:6])=[O:4].OS(O)(=O)=O.C1(OC)C=CC=CC=1.CO.C(Cl)Cl. The product is [OH:1][CH:2]([C:7]1[N:12]([CH3:13])[C:11](=[O:14])[C:10]2[NH:15][CH:16]=[CH:17][C:9]=2[C:8]=1[C:27]1[C:28]([CH3:37])=[C:29]2[C:34](=[CH:35][CH:36]=1)[O:33][CH2:32][CH2:31][CH2:30]2)[C:3]([O:5][CH3:6])=[O:4]. (2) The reactants are [CH2:1]([O:3][C:4](=[O:39])[CH2:5][CH2:6][CH2:7][O:8][C:9]1[CH:14]=[CH:13][CH:12]=[C:11]([CH2:15][CH2:16][CH2:17][CH2:18][CH2:19][CH2:20][O:21][C:22]2[CH:27]=[C:26]([O:28][CH2:29][CH3:30])[CH:25]=[C:24](Br)[CH:23]=2)[C:10]=1[CH2:32][CH2:33][C:34]([O:36][CH2:37][CH3:38])=[O:35])[CH3:2].[N:40]1[CH:45]=[C:44](B(O)O)[CH:43]=[N:42][CH:41]=1.C(=O)([O-])[O-].[Cs+].[Cs+]. The catalyst is C1C=CC(P(C2C=CC=CC=2)[C-]2C=CC=C2)=CC=1.C1C=CC(P(C2C=CC=CC=2)[C-]2C=CC=C2)=CC=1.Cl[Pd]Cl.[Fe+2]. The product is [CH2:1]([O:3][C:4](=[O:39])[CH2:5][CH2:6][CH2:7][O:8][C:9]1[CH:14]=[CH:13][CH:12]=[C:11]([CH2:15][CH2:16][CH2:17][CH2:18][CH2:19][CH2:20][O:21][C:22]2[CH:23]=[C:24]([C:44]3[CH:45]=[N:40][CH:41]=[N:42][CH:43]=3)[CH:25]=[C:26]([O:28][CH2:29][CH3:30])[CH:27]=2)[C:10]=1[CH2:32][CH2:33][C:34]([O:36][CH2:37][CH3:38])=[O:35])[CH3:2]. The yield is 0.310. (3) The reactants are [CH3:1][O:2][C:3]1[CH:8]=[CH:7][CH:6]=[C:5]([NH2:9])[CH:4]=1.[CH:10]([C:12]1[N:13]=[CH:14][NH:15][CH:16]=1)=O.[BH4-].[Na+]. The catalyst is CO. The product is [N:15]1[CH:16]=[C:12]([CH2:10][NH:9][C:5]2[CH:6]=[CH:7][CH:8]=[C:3]([O:2][CH3:1])[CH:4]=2)[NH:13][CH:14]=1. The yield is 0.180. (4) No catalyst specified. The product is [CH3:17][NH:16][S:13]([C:10]1[CH:11]=[C:12]2[C:7]([CH2:6][CH2:5][NH:4]2)=[CH:8][CH:9]=1)(=[O:15])=[O:14]. The yield is 0.320. The reactants are C([N:4]1[C:12]2[C:7](=[CH:8][CH:9]=[C:10]([S:13]([NH:16][CH3:17])(=[O:15])=[O:14])[CH:11]=2)[CH2:6][CH2:5]1)(=O)C.Cl. (5) The reactants are [Cl:1][C:2]1[C:11]2[C:6](=[CH:7][CH:8]=[CH:9][CH:10]=2)[N:5]=[CH:4][CH:3]=1.[S:12]1[CH:16]=[CH:15][C:14]2[C:17]([N:21]3[CH2:26][CH2:25][N:24]([CH2:27][CH2:28][CH2:29][OH:30])[CH2:23][CH2:22]3)=[CH:18][CH:19]=[CH:20][C:13]1=2.C(=O)([O-])[O-].[K+].[K+].CN(C)C=O. The catalyst is O. The product is [ClH:1].[S:12]1[CH:16]=[CH:15][C:14]2[C:17]([N:21]3[CH2:22][CH2:23][N:24]([CH2:27][CH2:28][CH2:29][O:30][C:2]4[C:11]5[C:6](=[CH:7][CH:8]=[CH:9][CH:10]=5)[N:5]=[CH:4][CH:3]=4)[CH2:25][CH2:26]3)=[CH:18][CH:19]=[CH:20][C:13]1=2. The yield is 0.780.